From a dataset of Full USPTO retrosynthesis dataset with 1.9M reactions from patents (1976-2016). Predict the reactants needed to synthesize the given product. (1) Given the product [CH2:15]([C:10]1[CH:11]=[C:12]([CH2:13][CH3:14])[N:7]2[N:6]=[C:5]([O:26][CH2:25][CH2:24][O:23][C:22]3[CH:27]=[CH:28][C:19]([F:18])=[CH:20][CH:21]=3)[N:17]=[C:8]2[N:9]=1)[CH3:16], predict the reactants needed to synthesize it. The reactants are: CS([C:5]1[N:17]=[C:8]2[N:9]=[C:10]([CH2:15][CH3:16])[CH:11]=[C:12]([CH2:13][CH3:14])[N:7]2[N:6]=1)(=O)=O.[F:18][C:19]1[CH:28]=[CH:27][C:22]([O:23][CH2:24][CH2:25][OH:26])=[CH:21][CH:20]=1. (2) The reactants are: C[S:2][C:3](=S)[O:4][CH:5]([CH3:7])[CH3:6].[C:9]([C:12]1[O:13][CH:14]=[CH:15][CH:16]=1)(=[O:11])[CH3:10].CC(C)([O-])C.[K+].Cl. Given the product [O:13]1[CH:14]=[CH:15][CH:16]=[C:12]1[C:9](=[O:11])[CH2:10][C:3](=[S:2])[O:4][CH:5]([CH3:7])[CH3:6], predict the reactants needed to synthesize it. (3) Given the product [C:9]([O:8][C:6]([N:13]1[CH2:18][CH2:17][C:16]([OH:19])([C:5]2[C:4]3[C:4](=[CH:3][CH:2]=[CH:2][CH:3]=3)[CH:5]=[CH:26][C:25]=2[O:24][CH3:23])[CH2:15][CH2:14]1)=[O:7])([CH3:12])([CH3:11])[CH3:10], predict the reactants needed to synthesize it. The reactants are: [Li][CH2:2][CH2:3][CH2:4][CH3:5].[C:6]([N:13]1[CH2:18][CH2:17][C:16](=[O:19])[CH2:15][CH2:14]1)([O:8][C:9]([CH3:12])([CH3:11])[CH3:10])=[O:7].[Cl-].[NH4+].C[CH2:23][O:24][CH2:25][CH3:26]. (4) Given the product [Cl:16][C:2]1[CH:3]=[CH:4][CH:5]=[C:6]2[C:11]=1[CH:10]=[N:9][CH:8]=[CH:7]2, predict the reactants needed to synthesize it. The reactants are: N[C:2]1[CH:3]=[CH:4][CH:5]=[C:6]2[C:11]=1[CH:10]=[N:9][CH:8]=[CH:7]2.N([O-])=O.[Na+].[ClH:16]. (5) Given the product [C:1]([C:5]1[CH:42]=[CH:41][C:8]([C:9]([N:11]2[C@@H:15]([C:16]3[N:17]=[C:18]([N:21]([CH3:23])[CH3:22])[S:19][CH:20]=3)[C@@H:14]([C:24]3[CH:29]=[N:28][CH:27]=[CH:26][N:25]=3)[CH2:13][C@@:12]2([CH2:37][CH:38]([CH3:39])[CH3:40])[C:30]([OH:32])=[O:31])=[O:10])=[CH:7][C:6]=1[O:43][CH3:44])([CH3:3])([CH3:4])[CH3:2], predict the reactants needed to synthesize it. The reactants are: [C:1]([C:5]1[CH:42]=[CH:41][C:8]([C:9]([N:11]2[C@@H:15]([C:16]3[N:17]=[C:18]([N:21]([CH3:23])[CH3:22])[S:19][CH:20]=3)[C@@H:14]([C:24]3[CH:29]=[N:28][CH:27]=[CH:26][N:25]=3)[CH2:13][C@@:12]2([CH2:37][CH:38]([CH3:40])[CH3:39])[C:30]([O:32]C(C)(C)C)=[O:31])=[O:10])=[CH:7][C:6]=1[O:43][CH3:44])([CH3:4])([CH3:3])[CH3:2].C(O)(C(F)(F)F)=O. (6) Given the product [CH2:10]([N:1]1[CH:5]=[CH:4][N:3]=[CH:2]1)[CH2:9][C:8]#[CH:7], predict the reactants needed to synthesize it. The reactants are: [NH:1]1[CH:5]=[CH:4][N:3]=[CH:2]1.O1[CH2:10][CH2:9][CH2:8][CH2:7]1.BrCCC#C. (7) Given the product [C:1]([O:11][C:12]1[CH:13]=[C:14]([Cl:27])[C:15]([O:19][C:20]2[CH:21]=[CH:22][C:23]([NH:26][C:39](=[O:40])[CH:38]([Cl:37])[CH3:42])=[CH:24][CH:25]=2)=[C:44]([Cl:45])[C:35]=1[CH3:36])(=[O:10])[CH:2]=[CH:3][C:4]1[CH:5]=[CH:6][CH:7]=[CH:8][CH:9]=1, predict the reactants needed to synthesize it. The reactants are: [C:1]([O:11][C:12]1C=C(Cl)[C:15]([O:19][C:20]2[CH:25]=[CH:24][C:23]([NH2:26])=[CH:22][CH:21]=2)=[C:14]([Cl:27])[C:13]=1CC)(=[O:10])[CH:2]=[CH:3][C:4]1[CH:9]=[CH:8][CH:7]=[CH:6][CH:5]=1.C(N([CH2:35][CH3:36])CC)C.[Cl:37][CH:38]([CH3:42])[C:39](Cl)=[O:40].Cl[CH2:44][Cl:45]. (8) Given the product [CH2:1]([O:8][C:9]([N:11]1[CH2:15][CH2:14][CH2:13][CH:12]1[C:19](=[O:23])[NH:60][C:57]1[S:58][CH:59]=[C:55]([C:51]2[CH:50]=[N:49][CH:54]=[CH:53][CH:52]=2)[N:56]=1)=[O:10])[C:2]1[CH:3]=[CH:4][CH:5]=[CH:6][CH:7]=1, predict the reactants needed to synthesize it. The reactants are: [CH2:1]([O:8][C:9]([N:11]1[CH2:15][CH2:14][CH2:13][CH2:12]1)=[O:10])[C:2]1[CH:7]=[CH:6][CH:5]=[CH:4][CH:3]=1.CN([C:19]([O:23]N1N=NC2C=CC=NC1=2)=[N+](C)C)C.F[P-](F)(F)(F)(F)F.CCN(C(C)C)C(C)C.[N:49]1[CH:54]=[CH:53][CH:52]=[C:51]([C:55]2[N:56]=[C:57]([NH2:60])[S:58][CH:59]=2)[CH:50]=1.